Dataset: Reaction yield outcomes from USPTO patents with 853,638 reactions. Task: Predict the reaction yield, written as a fraction of the theoretical maximum amount of product (1.0 means a 100% yield; for example, 0.34 means a 34% yield). (1) The reactants are [C:1]([O:10][CH3:11])(=[O:9])[C:2]1[C:3](=[CH:5][CH:6]=[CH:7][CH:8]=1)[NH2:4].N1C=CC=CC=1.[CH3:18][S:19](Cl)(=[O:21])=[O:20]. The catalyst is C(OCC)(=O)C. The product is [CH3:18][S:19]([NH:4][C:3]1[CH:5]=[CH:6][CH:7]=[CH:8][C:2]=1[C:1]([O:10][CH3:11])=[O:9])(=[O:21])=[O:20]. The yield is 0.880. (2) The reactants are [C:1]([O:5][C:6](=[O:24])[NH:7][CH:8]([CH:15]1[CH2:20][CH2:19][CH:18]([CH2:21][CH2:22][OH:23])[CH2:17][CH2:16]1)[CH2:9][CH2:10][NH:11][C:12](=[O:14])[O-:13])([CH3:4])([CH3:3])[CH3:2].I([O-])(=O)(=O)=O.[Na+].Cl.[OH2:32]. The catalyst is C(Cl)(Cl)(Cl)Cl.C(#N)C.O.[Ru](Cl)(Cl)Cl. The product is [CH3:4][C:1]([CH3:3])([O:5][C:6](=[O:24])[NH:7][CH:8]([C@H:15]1[CH2:20][CH2:19][C@H:18]([CH2:21][C:22]([OH:32])=[O:23])[CH2:17][CH2:16]1)[CH2:9][CH2:10][NH:11][C:12](=[O:13])[O:14][C:1]([CH3:4])([CH3:3])[CH3:2])[CH3:2]. The yield is 0.830. (3) The reactants are [C:1]([O:5][C:6]([N:8]1[C:16]2[C:11](=[CH:12][C:13]([O:17][C:18]3[CH:23]=[CH:22][C:21]([C:24](=[O:33])[NH:25][C:26]4[CH:31]=[CH:30][C:29]([Br:32])=[CH:28][CH:27]=4)=[CH:20][C:19]=3[N+:34]([O-])=O)=[CH:14][CH:15]=2)[CH:10]=[CH:9]1)=[O:7])([CH3:4])([CH3:3])[CH3:2].[Cl-].[NH4+]. The catalyst is O.C(O)C.[Fe]. The product is [C:1]([O:5][C:6]([N:8]1[C:16]2[C:11](=[CH:12][C:13]([O:17][C:18]3[CH:23]=[CH:22][C:21]([C:24](=[O:33])[NH:25][C:26]4[CH:27]=[CH:28][C:29]([Br:32])=[CH:30][CH:31]=4)=[CH:20][C:19]=3[NH2:34])=[CH:14][CH:15]=2)[CH:10]=[CH:9]1)=[O:7])([CH3:4])([CH3:2])[CH3:3]. The yield is 0.660. (4) The reactants are [F:1][C:2]1[CH:3]=[C:4]([CH:11]=O)[C:5](=[CH:8][C:9]=1[F:10])[CH:6]=O.[C:13]1(=[O:20])[CH2:18][CH2:17][C:16](=[O:19])[CH2:15][CH2:14]1.[OH-].[Na+]. The catalyst is C(O)C. The product is [F:1][C:2]1[C:9]([F:10])=[CH:8][C:5]2[C:4](=[CH:11][C:18]3[C:13](=[O:20])[C:14]4[C:15]([C:16](=[O:19])[C:17]=3[CH:6]=2)=[CH:11][C:4]2[C:5](=[CH:8][C:9]([F:10])=[C:2]([F:1])[CH:3]=2)[CH:6]=4)[CH:3]=1. The yield is 0.640. (5) The reactants are [F:1][C:2]1[CH:7]=[C:6]([F:8])[CH:5]=[CH:4][C:3]=1[N:9]1[C:13]([C:14]2[S:23][C:22]3[C:21]4[N:24]=[C:25]([NH2:28])[CH:26]=[CH:27][C:20]=4[O:19][CH2:18][CH2:17][C:16]=3[CH:15]=2)=[N:12][CH:11]=[N:10]1.[O:29]1[CH2:32][C:31](=O)[CH2:30]1. The catalyst is C1COCC1. The product is [F:1][C:2]1[CH:7]=[C:6]([F:8])[CH:5]=[CH:4][C:3]=1[N:9]1[C:13]([C:14]2[S:23][C:22]3[C:21]4[N:24]=[C:25]([NH:28][CH:31]5[CH2:32][O:29][CH2:30]5)[CH:26]=[CH:27][C:20]=4[O:19][CH2:18][CH2:17][C:16]=3[CH:15]=2)=[N:12][CH:11]=[N:10]1. The yield is 0.500.